Predict the product of the given reaction. From a dataset of Forward reaction prediction with 1.9M reactions from USPTO patents (1976-2016). (1) Given the reactants O=[C:2]1[C:14]2[CH:13]=[C:12]([C:15]([OH:17])=[O:16])[CH:11]=[CH:10][C:9]=2[C:8]2[C:3]1=[CH:4][CH:5]=[CH:6][CH:7]=2.[OH-].[Na+].O.NN.Cl, predict the reaction product. The product is: [CH:13]1[C:14]2[CH2:2][C:3]3[C:8](=[CH:7][CH:6]=[CH:5][CH:4]=3)[C:9]=2[CH:10]=[CH:11][C:12]=1[C:15]([OH:17])=[O:16]. (2) Given the reactants [NH2:1][CH:2]([C:11]1[C:16]([O:17][CH3:18])=[CH:15][CH:14]=[CH:13][C:12]=1[O:19][CH3:20])[CH2:3][CH2:4][CH2:5][CH2:6][C:7]([O:9]C)=O.[S:21]1[CH:25]=[CH:24][N:23]=[C:22]1[C:26]1[CH:27]=[C:28]([CH:31]=[CH:32][CH:33]=1)[CH:29]=O, predict the reaction product. The product is: [CH3:20][O:19][C:12]1[CH:13]=[CH:14][CH:15]=[C:16]([O:17][CH3:18])[C:11]=1[CH:2]1[N:1]([CH2:29][C:28]2[CH:31]=[CH:32][CH:33]=[C:26]([C:22]3[S:21][CH:25]=[CH:24][N:23]=3)[CH:27]=2)[C:7](=[O:9])[CH2:6][CH2:5][CH2:4][CH2:3]1. (3) Given the reactants [CH3:1][O:2][C:3]([C:5]1[CH:6]=[C:7]2[C:12](=[CH:13][CH:14]=1)[N:11]1[C:15]([O:18][CH3:19])=[N:16][N:17]=[C:10]1[C:9](Cl)=[N:8]2)=[O:4].[CH:21]([NH2:24])([CH3:23])[CH3:22].C(=O)(O)[O-].[Na+], predict the reaction product. The product is: [CH3:1][O:2][C:3]([C:5]1[CH:6]=[C:7]2[C:12](=[CH:13][CH:14]=1)[N:11]1[C:15]([O:18][CH3:19])=[N:16][N:17]=[C:10]1[C:9]([NH:24][CH:21]([CH3:23])[CH3:22])=[N:8]2)=[O:4]. (4) Given the reactants [C:1]([N:4]1[CH2:9][CH2:8][C@H:7]([NH:10][C:11](=[O:20])[O:12][CH2:13][C:14]2[CH:19]=[CH:18][CH:17]=[CH:16][CH:15]=2)[C@H:6]([O:21][CH3:22])[CH2:5]1)(=[O:3])[NH2:2].Br[CH:24]([CH2:34][CH3:35])[C:25](=O)[C:26]([O:28][CH2:29][CH2:30]CC)=[O:27].C(=O)(O)[O-].[Na+], predict the reaction product. The product is: [CH2:13]([O:12][C:11]([NH:10][C@H:7]1[CH2:8][CH2:9][N:4]([C:1]2[O:3][C:24]([CH2:34][CH3:35])=[C:25]([C:26]([O:28][CH2:29][CH3:30])=[O:27])[N:2]=2)[CH2:5][C@H:6]1[O:21][CH3:22])=[O:20])[C:14]1[CH:15]=[CH:16][CH:17]=[CH:18][CH:19]=1.